Dataset: Forward reaction prediction with 1.9M reactions from USPTO patents (1976-2016). Task: Predict the product of the given reaction. (1) Given the reactants COCCN(S(F)(F)[F:11])CCOC.O[CH2:15][C:16]1([C:22]([O:24][CH2:25][CH3:26])=[O:23])[CH2:21][CH2:20][CH2:19][CH2:18][O:17]1, predict the reaction product. The product is: [F:11][CH2:15][C:16]1([C:22]([O:24][CH2:25][CH3:26])=[O:23])[CH2:21][CH2:20][CH2:19][CH2:18][O:17]1. (2) Given the reactants [CH3:1][C:2]1[CH:11]=[C:10]([S:12][CH3:13])[C:9]2[CH2:8][CH2:7][CH2:6][CH:5]([OH:14])[C:4]=2[N:3]=1, predict the reaction product. The product is: [CH3:1][C:2]1[CH:11]=[C:10]([S:12][CH3:13])[C:9]2[CH2:8][CH2:7][CH2:6][C:5](=[O:14])[C:4]=2[N:3]=1. (3) Given the reactants Cl.[NH2:2][C@@H:3]([CH2:6][C:7]1[CH:12]=[CH:11][C:10]([O:13][CH2:14][C:15]2[CH:20]=[CH:19][CH:18]=[CH:17][CH:16]=2)=[C:9]([N+:21]([O-:23])=[O:22])[CH:8]=1)[CH2:4][OH:5].[CH:24](=O)[C:25]1[CH:30]=[CH:29][CH:28]=[CH:27][CH:26]=1.C(O[BH-](OC(=O)C)OC(=O)C)(=O)C.[Na+].C(=O)(O)[O-].[Na+], predict the reaction product. The product is: [CH2:24]([NH:2][C@@H:3]([CH2:6][C:7]1[CH:12]=[CH:11][C:10]([O:13][CH2:14][C:15]2[CH:16]=[CH:17][CH:18]=[CH:19][CH:20]=2)=[C:9]([N+:21]([O-:23])=[O:22])[CH:8]=1)[CH2:4][OH:5])[C:25]1[CH:30]=[CH:29][CH:28]=[CH:27][CH:26]=1. (4) Given the reactants [CH3:1][O:2][C:3]1[N:10]=[CH:9][CH:8]=[CH:7][C:4]=1[CH:5]=O.[CH3:11][O:12][C:13]1[CH:14]=[C:15]([CH:17]=[CH:18][CH:19]=1)[NH2:16], predict the reaction product. The product is: [CH3:11][O:12][C:13]1[CH:14]=[C:15]([CH:17]=[CH:18][CH:19]=1)[N:16]=[CH:5][C:4]1[C:3]([O:2][CH3:1])=[N:10][CH:9]=[CH:8][CH:7]=1. (5) Given the reactants Cl[CH2:2][C:3]([C:5]1[CH:10]=[CH:9][CH:8]=[C:7]([CH3:11])[C:6]=1[OH:12])=[O:4].C(=O)([O-])[O-].[K+].[K+], predict the reaction product. The product is: [CH3:11][C:7]1[C:6]2[O:12][CH2:2][C:3](=[O:4])[C:5]=2[CH:10]=[CH:9][CH:8]=1. (6) Given the reactants [OH:1][CH:2]([C:6]1[CH:11]=[CH:10][CH:9]=[CH:8][N:7]=1)[C:3]([OH:5])=O.[Na+].[Cl-].[Cl:14][C:15]1[CH:16]=[CH:17][C:18]([N:30]2[CH:34]=[N:33][N:32]=[N:31]2)=[C:19]([CH:29]=1)[CH2:20][NH:21][C:22](=[O:28])[C@@H:23]1[CH2:27][CH2:26][CH2:25][NH:24]1.[CH:35]1C=C2N=NN(O)C2=CC=1.O.C(Cl)CCl.C(N(C(C)C)CC)(C)C, predict the reaction product. The product is: [Cl:14][C:15]1[CH:16]=[CH:17][C:18]([N:30]2[CH:34]=[N:33][N:32]=[N:31]2)=[C:19]([CH:29]=1)[CH2:20][NH:21][C:22](=[O:28])[C@@H:23]1[CH2:27][CH2:26][CH2:25][N:24]1[C:3](=[O:5])[C:2]([OH:1])([C:6]1[CH:11]=[CH:10][CH:9]=[CH:8][N:7]=1)[CH3:35]. (7) Given the reactants [Br:1][CH2:2][C:3]([O:5][CH2:6][C:7]1[CH:12]=[CH:11][CH:10]=[CH:9][CH:8]=1)=[O:4].[N:13]1[CH:18]=[CH:17][CH:16]=[CH:15][CH:14]=1, predict the reaction product. The product is: [Br-:1].[CH2:6]([O:5][C:3]([CH2:2][N+:13]1[CH:18]=[CH:17][CH:16]=[CH:15][CH:14]=1)=[O:4])[C:7]1[CH:12]=[CH:11][CH:10]=[CH:9][CH:8]=1.